From a dataset of Catalyst prediction with 721,799 reactions and 888 catalyst types from USPTO. Predict which catalyst facilitates the given reaction. (1) Reactant: [ClH:1].Cl.C([N:10]1[CH2:15][CH2:14][C@@H:13]([CH3:16])[C@@H:12]([N:17]([CH3:27])[C:18]2[CH:23]=[CH:22][N:21]=[C:20]3[NH:24][CH:25]=[N:26][C:19]=23)[CH2:11]1)C1C=CC=CC=1.C1CC=CCC=1. Product: [ClH:1].[ClH:1].[CH3:27][N:17]([C@@H:12]1[C@H:13]([CH3:16])[CH2:14][CH2:15][NH:10][CH2:11]1)[C:18]1[CH:23]=[CH:22][N:21]=[C:20]2[NH:24][CH:25]=[N:26][C:19]=12. The catalyst class is: 261. (2) Reactant: C(OC([NH:8][C@H:9]1[C@@H:13]([CH2:14][F:15])[CH2:12][N:11]([C:16]([O:18][CH2:19][C:20]2[CH:25]=[CH:24][CH:23]=[CH:22][CH:21]=2)=[O:17])[CH2:10]1)=O)(C)(C)C.C(O)(C(F)(F)F)=O. Product: [NH2:8][C@H:9]1[C@@H:13]([CH2:14][F:15])[CH2:12][N:11]([C:16]([O:18][CH2:19][C:20]2[CH:25]=[CH:24][CH:23]=[CH:22][CH:21]=2)=[O:17])[CH2:10]1. The catalyst class is: 2.